Dataset: Full USPTO retrosynthesis dataset with 1.9M reactions from patents (1976-2016). Task: Predict the reactants needed to synthesize the given product. Given the product [CH3:1][O:2][C:3](=[O:21])[CH2:4][C:5]1[C:14]2[C:9](=[CH:10][CH:11]=[C:12]([C:15]#[CH:16])[CH:13]=2)[CH:8]=[N:7][CH:6]=1, predict the reactants needed to synthesize it. The reactants are: [CH3:1][O:2][C:3](=[O:21])[CH2:4][C:5]1[C:14]2[C:9](=[CH:10][CH:11]=[C:12]([C:15]#[C:16][Si](C)(C)C)[CH:13]=2)[CH:8]=[N:7][CH:6]=1.C([O-])([O-])=O.[K+].[K+].C(O)(=O)C.